From a dataset of Forward reaction prediction with 1.9M reactions from USPTO patents (1976-2016). Predict the product of the given reaction. (1) Given the reactants [NH2:1][C:2]1[N:7]=[C:6]([S:8][CH3:9])[N:5]=[C:4]([NH:10][C:11]2[CH:16]=[CH:15][C:14]([N:17]3[CH2:22][CH2:21][N:20]([C:23]([O:25][C:26]([CH3:29])([CH3:28])[CH3:27])=[O:24])[CH2:19][CH2:18]3)=[CH:13][C:12]=2[O:30][CH3:31])[C:3]=1[C:32](=[O:34])[NH2:33].Br[CH2:36][C:37](=O)[C:38]([O:40][CH2:41][CH3:42])=[O:39].O, predict the reaction product. The product is: [C:26]([O:25][C:23]([N:20]1[CH2:21][CH2:22][N:17]([C:14]2[CH:15]=[CH:16][C:11]([NH:10][C:4]3[N:5]=[C:6]([S:8][CH3:9])[N:7]4[CH:36]=[C:37]([C:38]([O:40][CH2:41][CH3:42])=[O:39])[N:1]=[C:2]4[C:3]=3[C:32](=[O:34])[NH2:33])=[C:12]([O:30][CH3:31])[CH:13]=2)[CH2:18][CH2:19]1)=[O:24])([CH3:29])([CH3:27])[CH3:28]. (2) Given the reactants Br[CH2:2][CH2:3][CH2:4][CH2:5][CH2:6][C:7]([O:9][CH2:10][C:11]1[CH:16]=[CH:15][CH:14]=[CH:13][CH:12]=1)=[O:8].[C:17]([NH:27][CH2:28][C:29](=[O:35])[CH2:30][CH2:31][C:32]([O-:34])=[O:33])([O:19][CH2:20][C:21]1[CH:26]=[CH:25][CH:24]=[CH:23][CH:22]=1)=[O:18].[Cs+], predict the reaction product. The product is: [C:17]([NH:27][CH2:28][C:29](=[O:35])[CH2:30][CH2:31][C:32]([O:34][CH2:2][CH2:3][CH2:4][CH2:5][CH2:6][C:7]([O:9][CH2:10][C:11]1[CH:16]=[CH:15][CH:14]=[CH:13][CH:12]=1)=[O:8])=[O:33])([O:19][CH2:20][C:21]1[CH:26]=[CH:25][CH:24]=[CH:23][CH:22]=1)=[O:18]. (3) Given the reactants Cl.[N:2]1[N:3]=[CH:4][N:5]2[CH:10]=[CH:9][N:8]=[C:7]([N:11]3[CH2:15][CH2:14][C@H:13]([NH2:16])[CH2:12]3)[C:6]=12.[C:17]1([N:23]2[CH:27]=[C:26]([C:28](O)=[O:29])[N:25]=[CH:24]2)[CH:22]=[CH:21][CH:20]=[CH:19][CH:18]=1.C(N(CC)C(C)C)C.CN(C(ON1N=NC2C=CC=NC1=2)=[N+](C)C)C.F[P-](F)(F)(F)(F)F, predict the reaction product. The product is: [N:2]1[N:3]=[CH:4][N:5]2[CH:10]=[CH:9][N:8]=[C:7]([N:11]3[CH2:15][CH2:14][C@H:13]([NH:16][C:28]([C:26]4[N:25]=[CH:24][N:23]([C:17]5[CH:18]=[CH:19][CH:20]=[CH:21][CH:22]=5)[CH:27]=4)=[O:29])[CH2:12]3)[C:6]=12. (4) The product is: [ClH:19].[Cl:19][C:14]1[C:13]([C:20]([O:22][CH2:23][CH3:24])=[O:21])=[CH:12][C:11]2[CH2:10][NH:9][CH2:18][CH2:17][C:16]=2[N:15]=1. Given the reactants Cl.C([N:9]1[CH2:18][CH2:17][C:16]2[N:15]=[C:14]([Cl:19])[C:13]([C:20]([O:22][CH2:23][CH3:24])=[O:21])=[CH:12][C:11]=2[CH2:10]1)C1C=CC=CC=1.ClC(OC(Cl)C)=O, predict the reaction product. (5) Given the reactants [C:1]1([OH:7])[CH:6]=[CH:5][CH:4]=[CH:3][CH:2]=1.C(N(CC)C(C)C)(C)C.[F:17][C:18]1[CH:26]=[C:25]([F:27])[C:24]([F:28])=[CH:23][C:19]=1[C:20](Cl)=[O:21], predict the reaction product. The product is: [F:17][C:18]1[CH:26]=[C:25]([F:27])[C:24]([F:28])=[CH:23][C:19]=1[C:20]([O:7][C:1]1[CH:6]=[CH:5][CH:4]=[CH:3][CH:2]=1)=[O:21]. (6) Given the reactants C(OC([N:8]1[CH2:13][CH2:12][CH:11]([C:14]#[C:15][C:16]2[CH:17]=[C:18]3[C:23](=[CH:24][CH:25]=2)[N:22]=[CH:21][N:20]=[C:19]3Cl)[CH2:10][CH2:9]1)=O)(C)(C)C.Cl.[CH3:28][O:29][C:30]1[CH:31]=[C:32]([CH:34]=[CH:35][C:36]=1[O:37][C:38]1[CH:43]=[CH:42][CH:41]=[CH:40][CH:39]=1)[NH2:33].C(Cl)CCl.CCOC(C)=O, predict the reaction product. The product is: [CH3:28][O:29][C:30]1[CH:31]=[C:32]([NH:33][C:19]2[C:18]3[C:23](=[CH:24][CH:25]=[C:16]([C:15]#[C:14][CH:11]4[CH2:10][CH2:9][NH:8][CH2:13][CH2:12]4)[CH:17]=3)[N:22]=[CH:21][N:20]=2)[CH:34]=[CH:35][C:36]=1[O:37][C:38]1[CH:43]=[CH:42][CH:41]=[CH:40][CH:39]=1.